From a dataset of Full USPTO retrosynthesis dataset with 1.9M reactions from patents (1976-2016). Predict the reactants needed to synthesize the given product. (1) Given the product [N:27]([CH2:30][CH2:31][CH2:32][CH2:33][CH2:34][CH2:35][S:36][C:37]1[N:38]=[CH:39][N:40]2[CH:44]=[C:43]([C:8]3[C@H:9]([CH3:10])[C@@H:5]4[C@@H:4]([C@H:2]([OH:1])[CH3:3])[C:25](=[O:26])[N:6]4[C:7]=3[C:12]([O:14][CH2:15][C:16]3[CH:17]=[CH:18][C:19]([N+:22]([O-:24])=[O:23])=[CH:20][CH:21]=3)=[O:13])[S:42][C:41]=12)=[N+:28]=[N-:29], predict the reactants needed to synthesize it. The reactants are: [OH:1][C@@H:2]([C@H:4]1[C:25](=[O:26])[N:6]2[C@@H:7]([C:12]([O:14][CH2:15][C:16]3[CH:21]=[CH:20][C:19]([N+:22]([O-:24])=[O:23])=[CH:18][CH:17]=3)=[O:13])[C:8](=O)[C@H:9]([CH3:10])[C@H:5]12)[CH3:3].[N:27]([CH2:30][CH2:31][CH2:32][CH2:33][CH2:34][CH2:35][S:36][C:37]1[N:38]=[CH:39][N:40]2[CH:44]=[C:43]([Sn](CCCC)(CCCC)CCCC)[S:42][C:41]=12)=[N+:28]=[N-:29]. (2) Given the product [NH2:40][C:36]1[N:37]=[CH:38][N:39]=[C:7]([N:9]2[CH2:14][CH2:13][CH:12]([C:15]([OH:17])=[O:16])[C@@H:11]([NH:18][C@H:19]([C:21]3[CH:22]=[CH:23][CH:24]=[CH:25][CH:26]=3)[CH3:20])[CH2:10]2)[C:35]=1[F:41], predict the reactants needed to synthesize it. The reactants are: Cl.C(O[C:7]([N:9]1[CH2:14][CH2:13][CH:12]([C:15]([OH:17])=[O:16])[C@@H:11]([NH:18][C@H:19]([C:21]2[CH:26]=[CH:25][CH:24]=[CH:23][CH:22]=2)[CH3:20])[CH2:10]1)=O)(C)(C)C.C([O-])([O-])=O.[K+].[K+].ClC1[N:39]=[CH:38][N:37]=[C:36]([NH2:40])[C:35]=1[F:41]. (3) Given the product [F:9][C:8]([F:11])([F:10])[C:7]1[N:1]=[C:2]([NH2:4])[S:3][CH:6]=1, predict the reactants needed to synthesize it. The reactants are: [NH2:1][C:2]([NH2:4])=[S:3].Br[CH2:6][C:7](=O)[C:8]([F:11])([F:10])[F:9]. (4) Given the product [Br:1][C:2]1[CH:7]=[N:6][C:5]2[N:8]([CH2:11][O:12][CH2:13][CH2:14][Si:15]([CH3:18])([CH3:17])[CH3:16])[CH:9]=[CH:10][C:4]=2[C:3]=1[NH:26][CH:20]1[CH2:25][CH2:24][CH2:23][CH2:22][CH2:21]1, predict the reactants needed to synthesize it. The reactants are: [Br:1][C:2]1[C:3](Cl)=[C:4]2[CH:10]=[CH:9][N:8]([CH2:11][O:12][CH2:13][CH2:14][Si:15]([CH3:18])([CH3:17])[CH3:16])[C:5]2=[N:6][CH:7]=1.[CH:20]1([NH2:26])[CH2:25][CH2:24][CH2:23][CH2:22][CH2:21]1.[Cl-].[Na+]. (5) The reactants are: [C:1]1(=[O:7])[CH2:6][CH2:5][CH2:4][CH2:3][CH2:2]1.[CH2:8](O)[CH:9]=[CH2:10].COC(OC)(C)C. Given the product [CH2:10]([CH:2]1[CH2:3][CH2:4][CH2:5][CH2:6][C:1]1=[O:7])[CH:9]=[CH2:8], predict the reactants needed to synthesize it.